From a dataset of Full USPTO retrosynthesis dataset with 1.9M reactions from patents (1976-2016). Predict the reactants needed to synthesize the given product. (1) Given the product [NH2:25][C:24]1[N:26]=[C:10]([C:8]2[CH:7]=[CH:6][C:5]3[O:1][CH2:2][O:3][C:4]=3[CH:9]=2)[C:11]([C:12]#[N:13])=[C:27]([S:28][CH3:30])[N:23]=1, predict the reactants needed to synthesize it. The reactants are: [O:1]1[C:5]2[CH:6]=[CH:7][C:8]([C:10](=O)[CH2:11][C:12]#[N:13])=[CH:9][C:4]=2[O:3][CH2:2]1.[H-].[Na+].CI.[N+]([O-])(O)=O.[NH2:23][C:24]([NH2:26])=[NH:25].[CH3:27][S:28]([CH3:30])=O. (2) Given the product [F:1][C:2]([F:7])([F:6])[C:3]([OH:5])=[O:4].[CH2:57]([N:8]1[CH2:73][CH2:72][C@H:10]([N:11]([CH3:12])[C:14]2[N:22]=[C:21]3[C:17]([N:18]=[CH:19][N:20]3[C@@H:23]3[CH2:27][C@H:26]([NH:28][C:29](=[O:39])[CH2:30][CH3:79])[C@@H:25]([OH:40])[C@H:24]3[OH:41])=[C:16]([NH:42][CH2:43][CH:44]([C:45]3[CH:50]=[CH:49][C:2]([F:7])=[CH:3][CH:46]=3)[C:51]3[CH:52]=[CH:53][CH:54]=[CH:55][CH:56]=3)[N:15]=2)[CH2:9]1)[C:58]1[CH:63]=[CH:62][CH:61]=[CH:60][CH:59]=1, predict the reactants needed to synthesize it. The reactants are: [F:1][C:2]([F:7])([F:6])[C:3]([OH:5])=[O:4].[NH2:8][C@@H:9]1C[CH2:12][N:11]([C:14]2[N:22]=[C:21]3[C:17]([N:18]=[CH:19][N:20]3[C@@H:23]3[CH2:27][C@H:26]([NH:28][C:29](=[O:39])[CH2:30]OCC4C=CC=CC=4)[C@@H:25]([OH:40])[C@H:24]3[OH:41])=[C:16]([NH:42][CH2:43][CH:44]([C:51]3[CH:56]=[CH:55][CH:54]=[CH:53][CH:52]=3)[C:45]3[CH:50]=[CH:49]C=C[CH:46]=3)[N:15]=2)[CH2:10]1.[CH2:57](N1CC[C@H](NC)C1)[C:58]1[CH:63]=[CH:62][CH:61]=[CH:60][CH:59]=1.F[C:72](F)(F)[C:73](O)=O.Cl[C:79]1N=C2C(N=CN2[C@@H]2C[C@H](NC(=O)CC)[C@@H](O)[C@H]2O)=C(NCC(C2C=CC(F)=CC=2)C2C=CC=CC=2)N=1.C(OC(=O)N([C@H]1C[C@@H](N2C=NC3C2=NC(Cl)=NC=3Cl)[C@H](O)[C@@H]1O)C(=O)CC)(C)(C)C.C(N)(=O)CC.